Dataset: hERG potassium channel inhibition data for cardiac toxicity prediction from Karim et al.. Task: Regression/Classification. Given a drug SMILES string, predict its toxicity properties. Task type varies by dataset: regression for continuous values (e.g., LD50, hERG inhibition percentage) or binary classification for toxic/non-toxic outcomes (e.g., AMES mutagenicity, cardiotoxicity, hepatotoxicity). Dataset: herg_karim. (1) The drug is Cc1nc2ccccc2n1C1CC2CCC(C1)N2CCC1(c2ccccc2)CCN(C(=O)c2cccc(S(N)(=O)=O)c2)CC1. The result is 0 (non-blocker). (2) The drug is CC(C)OC[C@H](Oc1ncnc2c1cnn2-c1ccccc1Cl)C(=O)Nc1ccc(C#N)cn1. The result is 0 (non-blocker). (3) The compound is N#Cc1c[nH]c(C(=O)Nc2ccc(C3CCN(C(=O)Cc4ccncc4)CC3)cc2C2=CCCCC2)n1. The result is 1 (blocker). (4) The result is 1 (blocker). The molecule is [O-][S+]1CCC(C2N[C@@H](c3nc(-c4ccccc4)c[nH]3)Cc3c2[nH]c2ccccc32)CC1. (5) The molecule is Cc1cc(Nc2cc(CN3CCOCC3)c3nc(C)c(Cc4ccc(Cl)cc4F)n3n2)n[nH]1. The result is 0 (non-blocker). (6) The molecule is Cc1ccc2c(-c3nnc(SCCCN4CCc5nc6ccc(Cl)cn6c5CC4)n3C)cccc2n1. The result is 1 (blocker). (7) The molecule is N#Cc1ccc([C@]2(O)CC[C@H](N3CC(NC(=O)CNC(=O)c4cccc(C(F)(F)F)c4)C3)CC2)cn1. The result is 0 (non-blocker).